Task: Predict the reaction yield, written as a fraction of the theoretical maximum amount of product (1.0 means a 100% yield; for example, 0.34 means a 34% yield).. Dataset: Reaction yield outcomes from USPTO patents with 853,638 reactions (1) The reactants are [OH-].[K+].[F:3][C:4]1[CH:9]=[CH:8][C:7]([C:10]2[O:22][C:13]3[CH:14]=[CH:15][C:16]4[O:20][CH:19]([CH3:21])[CH2:18][C:17]=4[C:12]=3[C:11]=2[C:23]([O:25]C)=[O:24])=[CH:6][CH:5]=1.Cl. The catalyst is C1COCC1.CO.O. The product is [F:3][C:4]1[CH:9]=[CH:8][C:7]([C:10]2[O:22][C:13]3[CH:14]=[CH:15][C:16]4[O:20][CH:19]([CH3:21])[CH2:18][C:17]=4[C:12]=3[C:11]=2[C:23]([OH:25])=[O:24])=[CH:6][CH:5]=1. The yield is 0.790. (2) The reactants are [CH:1]([Si:4]([CH:19]([CH3:21])[CH3:20])([CH:16]([CH3:18])[CH3:17])[O:5][CH2:6][CH2:7][C:8]1[CH:9]=[C:10]([CH:13]=[CH:14][CH:15]=1)[CH:11]=O)([CH3:3])[CH3:2].[CH2:22]1[C:27](=[O:28])[CH2:26][C:24](=[O:25])[CH2:23]1.N1CCC[C@H]1C(O)=O.CC1NC(C)=C(C(OCC)=O)CC=1C(OCC)=O. The catalyst is ClCCl. The product is [OH:25][C:24]1[CH2:23][CH2:22][C:27](=[O:28])[C:26]=1[CH2:11][C:10]1[CH:13]=[CH:14][CH:15]=[C:8]([CH2:7][CH2:6][O:5][Si:4]([CH:19]([CH3:21])[CH3:20])([CH:1]([CH3:3])[CH3:2])[CH:16]([CH3:18])[CH3:17])[CH:9]=1. The yield is 0.760. (3) The reactants are [H-].[Na+].[CH:3]1([OH:9])[CH2:8][CH2:7][CH2:6][CH2:5][CH2:4]1.[CH2:10]([N:17]1[C:21]2[N:22]=[CH:23][N:24]=[C:25](Cl)[C:20]=2[CH:19]=[CH:18]1)[C:11]1[CH:16]=[CH:15][CH:14]=[CH:13][CH:12]=1.Cl. The catalyst is C1COCC1. The product is [CH2:10]([N:17]1[C:21]2[N:22]=[CH:23][N:24]=[C:25]([O:9][CH:3]3[CH2:8][CH2:7][CH2:6][CH2:5][CH2:4]3)[C:20]=2[CH:19]=[CH:18]1)[C:11]1[CH:12]=[CH:13][CH:14]=[CH:15][CH:16]=1. The yield is 0.590. (4) The reactants are [I-].[Li+].[C:3]([O:6][CH2:7][CH2:8][CH2:9][CH2:10][C:11]#[C:12][CH2:13][O:14][C:15]1[CH:20]=[CH:19][C:18]([S:21]([N:24]2[CH2:29][CH2:28][S:27][C:26]([CH3:31])([CH3:30])[C@@H:25]2[C:32]([O:34]C(C)(C)C)=[O:33])(=[O:23])=[O:22])=[CH:17][CH:16]=1)(=[O:5])[CH3:4]. No catalyst specified. The product is [C:3]([O:6][CH2:7][CH2:8][CH2:9][CH2:10][C:11]#[C:12][CH2:13][O:14][C:15]1[CH:16]=[CH:17][C:18]([S:21]([N:24]2[CH2:29][CH2:28][S:27][C:26]([CH3:30])([CH3:31])[C@@H:25]2[C:32]([OH:34])=[O:33])(=[O:22])=[O:23])=[CH:19][CH:20]=1)(=[O:5])[CH3:4]. The yield is 1.00.